This data is from Reaction yield outcomes from USPTO patents with 853,638 reactions. The task is: Predict the reaction yield, written as a fraction of the theoretical maximum amount of product (1.0 means a 100% yield; for example, 0.34 means a 34% yield). (1) The yield is 0.230. The reactants are I.[Cl:2][C:3]1[N:4]=[CH:5][N:6]([C:8]2[CH:13]=[CH:12][C:11]([NH:14][C:15](SC)=[NH:16])=[CH:10][C:9]=2[O:19][CH3:20])[CH:7]=1.[Cl:21][CH2:22][CH2:23][CH2:24][CH2:25][CH:26]([C:30]1[CH:31]=[N:32][C:33]([Cl:36])=[CH:34][CH:35]=1)[C:27](O)=O.[NH2:37][NH2:38]. The product is [Cl:21][CH2:22][CH2:23][CH2:24][CH2:25][CH:26]([C:27]1[NH:38][N:37]=[C:15]([NH:14][C:11]2[CH:12]=[CH:13][C:8]([N:6]3[CH:7]=[C:3]([Cl:2])[N:4]=[CH:5]3)=[C:9]([O:19][CH3:20])[CH:10]=2)[N:16]=1)[C:30]1[CH:31]=[N:32][C:33]([Cl:36])=[CH:34][CH:35]=1. No catalyst specified. (2) The reactants are [CH3:1][O:2][C:3](=[O:22])[C:4]1[CH:13]=[C:12]([O:14][CH2:15][C:16]2[CH:21]=[CH:20][CH:19]=[CH:18][CH:17]=2)[CH:11]=[C:6]([C:7]([O:9]C)=[O:8])[CH:5]=1.[OH-].[Na+]. The catalyst is CO. The product is [CH3:1][O:2][C:3](=[O:22])[C:4]1[CH:13]=[C:12]([O:14][CH2:15][C:16]2[CH:21]=[CH:20][CH:19]=[CH:18][CH:17]=2)[CH:11]=[C:6]([C:7]([OH:9])=[O:8])[CH:5]=1. The yield is 0.680. (3) The reactants are [C:1]([C:5]1[CH:6]=[C:7]2[C:12](=[C:13]([F:15])[CH:14]=1)[C:11](=[O:16])[N:10]([CH2:17][C:18]1[CH:23]=[C:22]([CH2:24][OH:25])[C:21]([C:26]3[CH:31]=[CH:30][N:29]=[C:28]([O:32]C)[CH:27]=3)=[CH:20][C:19]=1[F:34])[N:9]=[CH:8]2)([CH3:4])([CH3:3])[CH3:2].C[Si](Cl)(C)C.[Na+].[I-]. The catalyst is CC#N. The product is [C:1]([C:5]1[CH:6]=[C:7]2[C:12](=[C:13]([F:15])[CH:14]=1)[C:11](=[O:16])[N:10]([CH2:17][C:18]1[CH:23]=[C:22]([CH2:24][OH:25])[C:21]([C:26]3[CH:31]=[CH:30][NH:29][C:28](=[O:32])[CH:27]=3)=[CH:20][C:19]=1[F:34])[N:9]=[CH:8]2)([CH3:4])([CH3:2])[CH3:3]. The yield is 0.620. (4) The reactants are O[CH2:2][CH2:3][C:4]1[C:5]([NH:7][C:8](=[O:10])[CH:9]=1)=[O:6].[CH2:11](N(CC)CC)[CH3:12].ClC(Cl)([O:21][C:22](=[O:28])[O:23]C(Cl)(Cl)Cl)Cl. The catalyst is C(Cl)Cl. The product is [C:22](=[O:21])([OH:28])[OH:23].[CH2:3]([C:4]1[C:5](=[O:6])[NH:7][C:8](=[O:10])[C:9]=1[CH2:11][CH3:12])[CH3:2]. The yield is 0.185.